From a dataset of Forward reaction prediction with 1.9M reactions from USPTO patents (1976-2016). Predict the product of the given reaction. (1) Given the reactants [F:1][C:2]1[CH:7]=[CH:6][C:5]([C@H:8]2[CH2:13][N:12]([CH2:14][C:15]3[CH:20]=[CH:19][CH:18]=[CH:17][CH:16]=3)[C:11](=O)[CH2:10][O:9]2)=[CH:4][CH:3]=1.[H-].COCCO[Al+]OCCOC.[Na+].[H-].N1CCOCC1=O, predict the reaction product. The product is: [F:1][C:2]1[CH:3]=[CH:4][C:5]([C@@H:8]2[O:9][CH2:10][CH2:11][N:12]([CH2:14][C:15]3[CH:16]=[CH:17][CH:18]=[CH:19][CH:20]=3)[CH2:13]2)=[CH:6][CH:7]=1. (2) Given the reactants [NH2:1][S:2]([C:5]1[CH:10]=[CH:9][C:8]([N:11]2[C:15]([CH3:16])=[CH:14][C:13]([C:17]([O:19][CH2:20][CH3:21])=[O:18])=[N:12]2)=[CH:7][CH:6]=1)(=[O:4])=[O:3].[Br:22]Br.C(=O)(O)[O-].[Na+], predict the reaction product. The product is: [NH2:1][S:2]([C:5]1[CH:6]=[CH:7][C:8]([N:11]2[C:15]([CH3:16])=[C:14]([Br:22])[C:13]([C:17]([O:19][CH2:20][CH3:21])=[O:18])=[N:12]2)=[CH:9][CH:10]=1)(=[O:3])=[O:4]. (3) Given the reactants [Br:1][C:2]1[CH:7]=[CH:6][CH:5]=[C:4]([CH3:8])[N+:3]=1[O-].[N+:10]([O-])([OH:12])=[O:11].C(=O)(O)[O-].[Na+], predict the reaction product. The product is: [Br:1][C:2]1[CH:7]=[C:6]([N+:10]([O-:12])=[O:11])[CH:5]=[C:4]([CH3:8])[N:3]=1. (4) Given the reactants [C:1]([O:18][CH2:19][CH2:20][CH2:21][CH2:22][CH2:23][CH2:24][CH2:25][CH2:26][CH2:27][CH2:28][CH2:29][CH2:30][CH2:31][CH2:32][CH2:33][CH3:34])(=[O:17])[CH2:2][CH2:3][CH2:4][CH2:5][CH2:6][CH2:7][CH2:8][CH2:9][CH2:10][CH2:11][CH2:12][CH2:13][CH2:14][CH2:15][CH3:16].[CH3:35][CH:36]([C:38]([O:40][CH2:41][C@H:42]1[O:46][C@:45]([O:52][C@H:53]2[O:58][C@H:57]([CH2:59][O:60][C:61]([CH3:63])=[O:62])[C@@H:56]([O:64][C:65]([CH:67]([CH3:69])[CH3:68])=[O:66])[C@H:55]([O:70][C:71]([CH:73]([CH3:75])[CH3:74])=[O:72])[C@H:54]2[O:76][C:77]([CH:79]([CH3:81])[CH3:80])=[O:78])([CH2:47][O:48][C:49]([CH3:51])=[O:50])[C@@H:44]([O:82][C:83]([CH:85]([CH3:87])[CH3:86])=[O:84])[C@@H:43]1[O:88][C:89]([CH:91]([CH3:93])[CH3:92])=[O:90])=[O:39])[CH3:37], predict the reaction product. The product is: [CH3:37][CH:36]([C:38]([O:40][CH2:41][C@H:42]1[O:46][C@:45]([O:52][C@H:53]2[O:58][C@H:57]([CH2:59][O:60][C:61]([CH3:63])=[O:62])[C@@H:56]([O:64][C:65]([CH:67]([CH3:68])[CH3:69])=[O:66])[C@H:55]([O:70][C:71]([CH:73]([CH3:74])[CH3:75])=[O:72])[C@H:54]2[O:76][C:77]([CH:79]([CH3:80])[CH3:81])=[O:78])([CH2:47][O:48][C:49]([CH3:51])=[O:50])[C@@H:44]([O:82][C:83]([CH:85]([CH3:87])[CH3:86])=[O:84])[C@@H:43]1[O:88][C:89]([CH:91]([CH3:93])[CH3:92])=[O:90])=[O:39])[CH3:35].[C:1]([O:18][CH2:19][CH2:20][CH2:21][CH2:22][CH2:23][CH2:24][CH2:25][CH2:26][CH2:27][CH2:28][CH2:29][CH2:30][CH2:31][CH2:32][CH2:33][CH3:34])(=[O:17])[CH2:2][CH2:3][CH2:4][CH2:5][CH2:6][CH2:7][CH2:8][CH2:9][CH2:10][CH2:11][CH2:12][CH2:13][CH2:14][CH2:15][CH3:16]. (5) Given the reactants [H-].[Na+].[N:3]1[C:7]2[CH:8]=[CH:9][CH:10]=[CH:11][C:6]=2[NH:5][CH:4]=1.[CH3:12][CH:13](Br)[C:14]1[CH:19]=[CH:18][CH:17]=[CH:16][CH:15]=1, predict the reaction product. The product is: [C:14]1([CH:13]([N:3]2[C:7]3[CH:8]=[CH:9][CH:10]=[CH:11][C:6]=3[N:5]=[CH:4]2)[CH3:12])[CH:19]=[CH:18][CH:17]=[CH:16][CH:15]=1. (6) Given the reactants [CH3:1][NH:2][CH2:3][C@H:4]([C:6]1[CH:11]=[CH:10][CH:9]=[CH:8][N:7]=1)[OH:5].C1(C)C=CC(S(N[C@@H](C2C=CC=CC=2)[C@H](C2C=CC=CC=2)N)(=O)=O)=CC=1.C(C1C=CC=CN=1)(=O)C, predict the reaction product. The product is: [CH3:1][NH:2][CH2:3][C@@H:4]([C:6]1[CH:11]=[CH:10][CH:9]=[CH:8][N:7]=1)[OH:5]. (7) Given the reactants [N:1]1([C:6]2[N:11]=[CH:10][C:9]([O:12][CH2:13][C:14]3[CH:18]=[N:17][N:16]([CH:19]4[CH2:24][CH2:23][N:22]([C:25](=[O:40])[CH2:26][CH:27]5[CH2:32][CH2:31][N:30](C(OC(C)(C)C)=O)[CH2:29][CH2:28]5)[CH2:21][CH2:20]4)[N:15]=3)=[CH:8][CH:7]=2)[CH:5]=[N:4][N:3]=[N:2]1.[ClH:41], predict the reaction product. The product is: [ClH:41].[N:1]1([C:6]2[N:11]=[CH:10][C:9]([O:12][CH2:13][C:14]3[CH:18]=[N:17][N:16]([CH:19]4[CH2:20][CH2:21][N:22]([C:25](=[O:40])[CH2:26][CH:27]5[CH2:32][CH2:31][NH:30][CH2:29][CH2:28]5)[CH2:23][CH2:24]4)[N:15]=3)=[CH:8][CH:7]=2)[CH:5]=[N:4][N:3]=[N:2]1. (8) Given the reactants NC1C(C)=CC(C#N)=CN=1.[CH3:11][NH:12][C:13]1[N:18]=[CH:17][C:16]([C:19]#[N:20])=[CH:15][CH:14]=1, predict the reaction product. The product is: [CH3:11][NH:12][C:13]1[CH:14]=[CH:15][C:16]([CH2:19][NH2:20])=[CH:17][N:18]=1. (9) Given the reactants Br[C:2]1[S:3][C:4]([C:7]2[N:8]=[N:9][N:10]([CH2:12][C:13]([O:15][C:16]([CH3:19])([CH3:18])[CH3:17])=[O:14])[N:11]=2)=[CH:5][N:6]=1.F[C:21]([F:26])(F)[C:22](O)=O.[Cl:27][C:28]1C=C[C:31](F)=[CH:30][C:29]=1[N:35]1[CH2:38][C:37]2([CH2:41][NH:40][CH2:39]2)[CH2:36]1.C1CCN2C(=NCCC2)CC1.Cl, predict the reaction product. The product is: [Cl:27][C:28]1[C:21]([F:26])=[CH:22][CH:31]=[CH:30][C:29]=1[N:35]1[CH2:36][C:37]2([CH2:41][N:40]([C:2]3[S:3][C:4]([C:7]4[N:8]=[N:9][N:10]([CH2:12][C:13]([O:15][C:16]([CH3:19])([CH3:18])[CH3:17])=[O:14])[N:11]=4)=[CH:5][N:6]=3)[CH2:39]2)[CH2:38]1.